From a dataset of Full USPTO retrosynthesis dataset with 1.9M reactions from patents (1976-2016). Predict the reactants needed to synthesize the given product. (1) Given the product [C:46]([O:50][C:51](=[O:52])[NH:53][C@H:54]([C:55]([N:41]1[CH2:40][CH2:39][CH:38]([O:37][C:36]2[CH:44]=[CH:45][C:33]([F:32])=[CH:34][CH:35]=2)[CH2:43][CH2:42]1)=[O:56])[C:58]([OH:61])([CH3:59])[CH3:60])([CH3:49])([CH3:47])[CH3:48], predict the reactants needed to synthesize it. The reactants are: Cl.C(N=C=NCCCN(C)C)C.O.ON1C2C=CC=CC=2N=N1.CN1CCOCC1.Cl.[F:32][C:33]1[CH:45]=[CH:44][C:36]([O:37][CH:38]2[CH2:43][CH2:42][NH:41][CH2:40][CH2:39]2)=[CH:35][CH:34]=1.[C:46]([O:50][C:51]([NH:53][C@@H:54]([C:58]([OH:61])([CH3:60])[CH3:59])[C:55](O)=[O:56])=[O:52])([CH3:49])([CH3:48])[CH3:47]. (2) Given the product [CH:5]1[C:16]2=[C:17]3[CH:12]([CH2:13][CH2:14][CH2:15]2)[CH2:11][CH2:10][CH2:9][C:8]3=[CH:7][C:6]=1[C:18]([OH:20])=[O:1], predict the reactants needed to synthesize it. The reactants are: [OH-:1].[Na+].BrBr.[CH:5]1[C:16]2=[C:17]3[CH:12]([CH2:13][CH2:14][CH2:15]2)[CH2:11][CH2:10][CH2:9][C:8]3=[CH:7][C:6]=1[C:18](=[O:20])C.S([O-])([O-])=O.[Na+].[Na+].Cl. (3) Given the product [Cl:25][C:14]1[CH:15]=[CH:16][C:11]([C:9]2[N:10]=[C:5]3[CH:4]=[CH:3][CH:2]=[CH:7][N:6]3[C:8]=2[CH2:18][C:19]2[N:20]([CH3:24])[CH:21]=[CH:22][N:23]=2)=[CH:12][CH:13]=1, predict the reactants needed to synthesize it. The reactants are: F[C:2]1[CH:3]=[CH:4][C:5]2[N:6]([C:8]([CH2:18][C:19]3[N:20]([CH3:24])[CH:21]=[CH:22][N:23]=3)=[C:9]([C:11]3[CH:16]=[CH:15][C:14](F)=[CH:13][CH:12]=3)[N:10]=2)[CH:7]=1.[Cl:25]C1C=CC(C2N=C3C=CC=CN3C=2C=O)=CC=1.CN1C=CN=C1. (4) The reactants are: ONC(=N)[C:4]1[CH:9]=[CH:8][CH:7]=[CH:6][C:5]=1[N:10]1[CH2:15][CH2:14][O:13][CH2:12][C:11]1=[O:16].[C:18]([NH:25][CH2:26][C:27]([OH:29])=O)([O:20]C(C)(C)C)=O.C1C=CC2N(O)N=NC=2C=1.CC(C)[N:42]=[C:43]=[N:44]C(C)C.C(O)(C(F)(F)F)=O.[Cl:56][C:57]1[S:61][C:60](C(O)=O)=[CH:59][CH:58]=1. Given the product [O:16]=[C:11]1[CH2:12][O:13][CH2:14][CH2:15][N:10]1[C:5]1[CH:4]=[CH:9][C:8]([C:43]2[N:44]=[C:27]([CH2:26][NH:25][C:18]([C:60]3[S:61][C:57]([Cl:56])=[CH:58][CH:59]=3)=[O:20])[O:29][N:42]=2)=[CH:7][CH:6]=1, predict the reactants needed to synthesize it. (5) Given the product [F:38][C:35]1[CH:36]=[CH:37][C:32]2[N:33]([CH:39]=[C:30]([C:28]([NH:27][C@H:24]3[CH2:25][CH2:26][C@@H:21]([N:11]4[C:12](=[O:20])[C:13]5[CH:18]=[C:17]([F:19])[CH:16]=[N:15][C:14]=5[N:9]([C:4]5[CH:3]=[C:2]([C:46]6[CH:47]=[CH:48][C:43]([CH:41]=[O:42])=[CH:44][CH:45]=6)[CH:7]=[C:6]([CH3:8])[CH:5]=5)[C:10]4=[O:40])[CH2:22][CH2:23]3)=[O:29])[N:31]=2)[CH:34]=1, predict the reactants needed to synthesize it. The reactants are: Br[C:2]1[CH:3]=[C:4]([N:9]2[C:14]3[N:15]=[CH:16][C:17]([F:19])=[CH:18][C:13]=3[C:12](=[O:20])[N:11]([C@@H:21]3[CH2:26][CH2:25][C@H:24]([NH:27][C:28]([C:30]4[N:31]=[C:32]5[CH:37]=[CH:36][C:35]([F:38])=[CH:34][N:33]5[CH:39]=4)=[O:29])[CH2:23][CH2:22]3)[C:10]2=[O:40])[CH:5]=[C:6]([CH3:8])[CH:7]=1.[CH:41]([C:43]1[CH:48]=[CH:47][C:46](B(O)O)=[CH:45][CH:44]=1)=[O:42]. (6) Given the product [CH3:1][C:2]1[C:7]([NH:8][C:9]([C:11]2[CH:12]=[CH:13][C:14]3[C@:20]4([CH2:29][C:30]5[CH:31]=[CH:32][CH:33]=[CH:34][CH:35]=5)[CH2:21][CH2:22][C@:23]([C:25]#[CH:37])([OH:28])[CH2:24][C@@H:19]4[CH2:18][CH2:17][CH2:16][C:15]=3[CH:36]=2)=[O:10])=[CH:6][CH:5]=[CH:4][N:3]=1.[CH3:37][C:38]1[C:43]([NH:44][C:45]([C:47]2[CH:48]=[CH:49][C:50]3[C@@:56]4([CH2:65][C:66]5[CH:67]=[CH:68][CH:69]=[CH:70][CH:71]=5)[CH2:57][CH2:58][C@@:59]([C:61]#[CH:74])([OH:64])[CH2:60][C@H:55]4[CH2:54][CH2:53][CH2:52][C:51]=3[CH:72]=2)=[O:46])=[CH:42][CH:41]=[CH:40][N:39]=1, predict the reactants needed to synthesize it. The reactants are: [CH3:1][C:2]1[C:7]([NH:8][C:9]([C:11]2[CH:12]=[CH:13][C:14]3[C@@:20]4([CH2:29][C:30]5[CH:35]=[CH:34][CH:33]=[CH:32][CH:31]=5)[CH2:21][CH2:22][C@@:23]([OH:28])([CH2:25]OC)[CH2:24][C@H:19]4[CH2:18][CH2:17][CH2:16][C:15]=3[CH:36]=2)=[O:10])=[CH:6][CH:5]=[CH:4][N:3]=1.[CH3:37][C:38]1[C:43]([NH:44][C:45]([C:47]2[CH:48]=[CH:49][C:50]3[C@:56]4([CH2:65][C:66]5[CH:71]=[CH:70][CH:69]=[CH:68][CH:67]=5)[CH2:57][CH2:58][C@:59]([OH:64])([CH2:61]OC)[CH2:60][C@@H:55]4[CH2:54][CH2:53][CH2:52][C:51]=3[CH:72]=2)=[O:46])=[CH:42][CH:41]=[CH:40][N:39]=1.[Li+].[CH3:74][Si](C#[C-])(C)C.CCCC[N+](CCCC)(CCCC)CCCC.[F-]. (7) Given the product [Si:1]([O:18][CH2:19][C@@H:20]([N:23]1[C@H:28]([C:29]2[CH:30]=[CH:31][C:32]([Cl:35])=[CH:33][CH:34]=2)[C@@H:27]([C:36]2[CH:41]=[CH:40][CH:39]=[C:38]([Cl:42])[CH:37]=2)[CH2:26][C@@:25]([CH2:43][OH:44])([CH3:47])[C:24]1=[O:48])[CH2:21][CH3:22])([C:14]([CH3:16])([CH3:17])[CH3:15])([C:8]1[CH:13]=[CH:12][CH:11]=[CH:10][CH:9]=1)[C:2]1[CH:7]=[CH:6][CH:5]=[CH:4][CH:3]=1, predict the reactants needed to synthesize it. The reactants are: [Si:1]([O:18][CH2:19][C@@H:20]([N:23]1[C@H:28]([C:29]2[CH:34]=[CH:33][C:32]([Cl:35])=[CH:31][CH:30]=2)[C@@H:27]([C:36]2[CH:41]=[CH:40][CH:39]=[C:38]([Cl:42])[CH:37]=2)[CH2:26][C@:25]([CH3:47])([C:43](OC)=[O:44])[C:24]1=[O:48])[CH2:21][CH3:22])([C:14]([CH3:17])([CH3:16])[CH3:15])([C:8]1[CH:13]=[CH:12][CH:11]=[CH:10][CH:9]=1)[C:2]1[CH:7]=[CH:6][CH:5]=[CH:4][CH:3]=1.C([BH-](CC)CC)C.[Li+].